Dataset: Full USPTO retrosynthesis dataset with 1.9M reactions from patents (1976-2016). Task: Predict the reactants needed to synthesize the given product. (1) Given the product [CH3:13][O:12][C:9]1[CH:10]=[C:11]2[C:6](=[CH:7][C:8]=1[O:14][CH2:15][CH2:16][CH2:17][S:18]([CH3:21])(=[O:20])=[O:19])[N:5]=[CH:4][N:3]=[C:2]2[O:28][C:29]1[CH:38]=[C:37]2[C:32]([CH:33]=[CH:34][CH:35]=[N:36]2)=[CH:31][CH:30]=1, predict the reactants needed to synthesize it. The reactants are: Cl[C:2]1[C:11]2[C:6](=[CH:7][C:8]([O:14][CH2:15][CH2:16][CH2:17][S:18]([CH3:21])(=[O:20])=[O:19])=[C:9]([O:12][CH3:13])[CH:10]=2)[N:5]=[CH:4][N:3]=1.C(=O)([O-])[O-].[K+].[K+].[OH:28][C:29]1[CH:38]=[C:37]2[C:32]([CH:33]=[CH:34][CH:35]=[N:36]2)=[CH:31][CH:30]=1. (2) Given the product [F:25][C:26]1[CH:36]=[C:35]([F:37])[CH:34]=[CH:33][C:27]=1[CH:28]=[CH:29][C:30]([NH:2][C@H:3]([C:14]([O:16][CH3:17])=[O:15])[CH2:4][C:5]1[C:13]2[C:8](=[CH:9][CH:10]=[CH:11][CH:12]=2)[NH:7][CH:6]=1)=[O:31], predict the reactants needed to synthesize it. The reactants are: Cl.[NH2:2][C@H:3]([C:14]([O:16][CH3:17])=[O:15])[CH2:4][C:5]1[C:13]2[C:8](=[CH:9][CH:10]=[CH:11][CH:12]=2)[NH:7][CH:6]=1.C(N(CC)CC)C.[F:25][C:26]1[CH:36]=[C:35]([F:37])[CH:34]=[CH:33][C:27]=1[CH:28]=[CH:29][C:30](O)=[O:31].CCN=C=NCCCN(C)C.Cl. (3) The reactants are: [Cl:1][C:2]1[C:3]([F:12])=[C:4]([CH:8]=[CH:9][C:10]=1[F:11])[C:5](Cl)=[O:6].[CH2:13]([NH:15][CH2:16][CH2:17][OH:18])[CH3:14]. Given the product [Cl:1][C:2]1[C:3]([F:12])=[C:4]([CH:8]=[CH:9][C:10]=1[F:11])[C:5]([N:15]([CH2:13][CH3:14])[CH2:16][CH2:17][OH:18])=[O:6], predict the reactants needed to synthesize it. (4) Given the product [ClH:1].[CH2:16]([O:20][C:21]1[C:22](=[NH:28])[CH:23]=[C:24]([NH2:27])[CH:25]([NH:10][C:7]2[CH:8]=[CH:9][C:4]([N:3]([CH2:2][CH3:32])[CH:11]([CH3:13])[CH3:12])=[CH:5][CH:6]=2)[CH:26]=1)[CH2:17][CH2:18][CH3:19], predict the reactants needed to synthesize it. The reactants are: [ClH:1].[CH3:2][N:3]([CH:11]([CH3:13])[CH3:12])[C:4]1[CH:9]=[CH:8][C:7]([NH2:10])=[CH:6][CH:5]=1.Cl.Cl.[CH2:16]([O:20][C:21]1[CH:26]=[CH:25][C:24]([NH2:27])=[CH:23][C:22]=1[NH2:28])[CH2:17][CH2:18][CH3:19].N.OO.[CH2:32](O)C. (5) Given the product [F:49][C:46]1[CH:47]=[CH:48][C:43]([C:22]2[N:23]=[C:24]3[CH:29]=[CH:28][C:27]([N:30]4[CH2:31][CH2:32][NH:33][CH2:34][CH2:35]4)=[N:26][N:25]3[C:21]=2[C:19]2[CH:18]=[CH:17][N:16]=[C:15]([NH2:14])[CH:20]=2)=[CH:44][CH:45]=1, predict the reactants needed to synthesize it. The reactants are: C(=[N:14][C:15]1[CH:20]=[C:19]([C:21]2[N:25]3[N:26]=[C:27]([N:30]4[CH2:35][CH2:34][N:33](C(OC(C)(C)C)=O)[CH2:32][CH2:31]4)[CH:28]=[CH:29][C:24]3=[N:23][C:22]=2[C:43]2[CH:48]=[CH:47][C:46]([F:49])=[CH:45][CH:44]=2)[CH:18]=[CH:17][N:16]=1)(C1C=CC=CC=1)C1C=CC=CC=1. (6) Given the product [CH3:2][O:3][C:4]1[CH:9]=[CH:8][C:7]([N:10]2[C:7]([NH2:10])=[CH:6][C:13]([CH:14]3[CH2:9][CH2:4][CH2:5][O:15]3)=[N:11]2)=[CH:6][CH:5]=1, predict the reactants needed to synthesize it. The reactants are: Cl.[CH3:2][O:3][C:4]1[CH:9]=[CH:8][C:7]([NH:10][NH2:11])=[CH:6][CH:5]=1.Cl.[CH3:13][CH2:14][OH:15]. (7) Given the product [CH3:30][O:31][C:10]1[CH:9]=[C:8]([C:6]2[O:7][C:3]([CH:1]=[C:24]3[S:18][C:19](=[S:20])[NH:21][C:22]3=[O:23])=[CH:4][CH:5]=2)[CH:13]=[CH:12][C:11]=1[O:26][CH3:25], predict the reactants needed to synthesize it. The reactants are: [CH:1]([C:3]1[O:7][C:6]([C:8]2[CH:9]=[C:10](NC(=O)C)[CH:11]=[CH:12][CH:13]=2)=[CH:5][CH:4]=1)=O.[S:18]1[CH2:24][C:22](=[O:23])[NH:21][C:19]1=[S:20].[CH2:25](CN)[OH:26].C[C:30](O)=[O:31].